Dataset: Full USPTO retrosynthesis dataset with 1.9M reactions from patents (1976-2016). Task: Predict the reactants needed to synthesize the given product. Given the product [Cl:18][CH2:19][C:20]#[C:21][CH2:22][N:2]1[C:3](=[O:10])[C:4]2[C:9](=[CH:8][CH:7]=[CH:6][CH:5]=2)[C:1]1=[O:11], predict the reactants needed to synthesize it. The reactants are: [C:1]1(=[O:11])[C:9]2[C:4](=[CH:5][CH:6]=[CH:7][CH:8]=2)[C:3](=[O:10])[NH:2]1.C(=O)([O-])[O-].[K+].[K+].[Cl:18][CH2:19][C:20]#[C:21][CH2:22]Cl.O.